Dataset: CYP3A4 inhibition data for predicting drug metabolism from PubChem BioAssay. Task: Regression/Classification. Given a drug SMILES string, predict its absorption, distribution, metabolism, or excretion properties. Task type varies by dataset: regression for continuous measurements (e.g., permeability, clearance, half-life) or binary classification for categorical outcomes (e.g., BBB penetration, CYP inhibition). Dataset: cyp3a4_veith. (1) The drug is COc1ccc(CNC(=O)[C@H](C)[C@@H]2C[C@@]2(C)[C@@H](NC(=O)OCc2ccccc2)c2ccccc2)cc1OC. The result is 1 (inhibitor). (2) The result is 0 (non-inhibitor). The compound is Cc1oc(C)c(C(=O)NCCCC(=O)O)c1C(=O)NCCCC(=O)O. (3) The drug is CCCCOc1ccc(C(=O)NCc2ccco2)cc1. The result is 0 (non-inhibitor). (4) The molecule is CC[C@@H](C)[C@H]1O[C@]2(CC[C@@H]1C)C[C@@H]1C[C@H](C/C=C(/C)[C@H](O[C@@H]3C[C@H](OC)[C@H](O[C@@H]4C[C@H](OC)[C@@H](O)[C@H](C)O4)[C@H](C)O3)[C@@H](C)/C=C\C=C3CO[C@@H]4[C@H](O)C(C)=C[C@@H](C(=O)O1)[C@]34O)O2.CO[C@H]1C[C@@H](O[C@@H]2[C@H](C)O[C@H](O[C@H]3/C(C)=C\C[C@H]4C[C@@H](C[C@]5(CC[C@H](C)[C@@H](C(C)C)O5)O4)OC(=O)[C@@H]4C=C(C)[C@@H](O)[C@H]5OCC(=C/C=C\[C@@H]3C)[C@@]45O)C[C@@H]2OC)O[C@@H](C)[C@@H]1O. The result is 0 (non-inhibitor).